Dataset: Full USPTO retrosynthesis dataset with 1.9M reactions from patents (1976-2016). Task: Predict the reactants needed to synthesize the given product. Given the product [Cl:28][C:24]1[CH:23]=[C:22]2[NH:21][C:20](=[O:29])[C@:19]3([C@@H:18]([C:30]4[CH:35]=[CH:34][CH:33]=[C:32]([Cl:36])[C:31]=4[F:37])[C@H:17]([C:38](=[O:40])[NH:67][C:68]4[CH:75]=[CH:74][C:71]([C:72]#[N:73])=[CH:70][CH:69]=4)[NH:16][C@H:15]3[CH2:14][C:13]([CH3:42])([CH3:41])[CH2:12][O:11][C:8](=[O:10])[CH3:9])[C:27]2=[CH:26][CH:25]=1, predict the reactants needed to synthesize it. The reactants are: FC(F)(F)C(O)=O.[C:8]([O:11][CH2:12][C:13]([CH3:42])([CH3:41])[CH2:14][CH:15]1[C:19]2([C:27]3[C:22](=[CH:23][C:24]([Cl:28])=[CH:25][CH:26]=3)[NH:21][C:20]2=[O:29])[CH:18]([C:30]2[CH:35]=[CH:34][CH:33]=[C:32]([Cl:36])[C:31]=2[F:37])[CH:17]([C:38]([OH:40])=O)[NH:16]1)(=[O:10])[CH3:9].C(N(C(C)C)CC)(C)C.C1(P(Cl)(C2C=CC=CC=2)=O)C=CC=CC=1.[NH2:67][C:68]1[CH:75]=[CH:74][C:71]([C:72]#[N:73])=[CH:70][CH:69]=1.